This data is from Full USPTO retrosynthesis dataset with 1.9M reactions from patents (1976-2016). The task is: Predict the reactants needed to synthesize the given product. Given the product [N:3]1[C:7]2[C:6](=[N:11][CH:10]=[CH:9][CH:8]=2)[N:5]([CH2:13][C:14]2[CH:15]=[C:16]3[S:22][C:21]([S:23][CH3:24])=[N:20][C:17]3=[N:18][CH:19]=2)[CH:4]=1, predict the reactants needed to synthesize it. The reactants are: [H-].[Na+].[N:3]1[C:7]2[CH:8]=[CH:9][CH:10]=[N:11][C:6]=2[NH:5][CH:4]=1.Cl[CH2:13][C:14]1[CH:15]=[C:16]2[S:22][C:21]([S:23][CH3:24])=[N:20][C:17]2=[N:18][CH:19]=1.